Dataset: Reaction yield outcomes from USPTO patents with 853,638 reactions. Task: Predict the reaction yield, written as a fraction of the theoretical maximum amount of product (1.0 means a 100% yield; for example, 0.34 means a 34% yield). (1) The reactants are [C:1](OC)(=[O:3])C.[C:6](#[N:14])[CH2:7][CH2:8][CH2:9][CH2:10][CH2:11][CH2:12][CH3:13].[ClH:15].CC1CCCCC1. The catalyst is CO. The product is [ClH:15].[C:6](=[NH:14])([O:3][CH3:1])[CH2:7][CH2:8][CH2:9][CH2:10][CH2:11][CH2:12][CH3:13]. The yield is 0.934. (2) The reactants are C[O:2][C:3](=O)[CH2:4][C:5]1[CH:10]=[CH:9][C:8]([OH:11])=[CH:7][CH:6]=1.[NH2:13][NH2:14]. The catalyst is CO. The product is [OH:11][C:8]1[CH:9]=[CH:10][C:5]([CH2:4][C:3]([NH:13][NH2:14])=[O:2])=[CH:6][CH:7]=1. The yield is 0.860. (3) The yield is 0.770. The product is [CH3:37][O:38][CH2:39][C@@H:40]([NH:42][C:21]([C@@H:20]([NH:19][C:17]([C@@H:12]1[CH2:13][CH2:14][CH2:15][CH2:16][N:11]1[S:8]([C:4]1[CH:5]=[CH:6][CH:7]=[C:2]([F:1])[CH:3]=1)(=[O:10])=[O:9])=[O:18])[CH2:24][C:25]1[CH:30]=[CH:29][C:28]([O:31][CH2:32][CH2:33][CH2:34][O:35][CH3:36])=[CH:27][CH:26]=1)=[O:22])[CH3:41]. The catalyst is ClCCl.O. The reactants are [F:1][C:2]1[CH:3]=[C:4]([S:8]([N:11]2[CH2:16][CH2:15][CH2:14][CH2:13][C@H:12]2[C:17]([NH:19][C@@H:20]([CH2:24][C:25]2[CH:30]=[CH:29][C:28]([O:31][CH2:32][CH2:33][CH2:34][O:35][CH3:36])=[CH:27][CH:26]=2)[C:21](O)=[O:22])=[O:18])(=[O:10])=[O:9])[CH:5]=[CH:6][CH:7]=1.[CH3:37][O:38][CH2:39][C@@H:40]([NH2:42])[CH3:41].O.ON1C2C=CC=CC=2N=N1.Cl.CN(C)CCCN=C=NCC. (4) The reactants are C(NC(C)C)(C)C.[Li]CCCC.[C:13]([OH:18])(=[O:17])[CH:14]([CH3:16])[CH3:15].CN(P(N(C)C)(N(C)C)=O)C.[CH2:30]([O:37][C:38]1[CH:39]=[C:40]([CH:43]=[CH:44][CH:45]=1)[CH2:41]Cl)[C:31]1[CH:36]=[CH:35][CH:34]=[CH:33][CH:32]=1.Cl. The catalyst is C1COCC1.O. The product is [CH3:15][C:14]([CH3:16])([CH2:41][C:40]1[CH:43]=[CH:44][CH:45]=[C:38]([O:37][CH2:30][C:31]2[CH:36]=[CH:35][CH:34]=[CH:33][CH:32]=2)[CH:39]=1)[C:13]([OH:18])=[O:17]. The yield is 0.850. (5) The reactants are Cl[C:2]1[C:11]2[C:6](=[CH:7][C:8]([F:15])=[C:9]([N+:12]([O-:14])=[O:13])[CH:10]=2)[N:5]=[CH:4][N:3]=1.[F:16][C:17]1[CH:18]=[C:19]([CH:31]=[CH:32][CH:33]=1)[CH2:20][N:21]1[C:29]2[C:24](=[CH:25][C:26]([NH2:30])=[CH:27][CH:28]=2)[CH:23]=[N:22]1. The catalyst is C(O)(C)C. The product is [F:15][C:8]1[CH:7]=[C:6]2[C:11]([C:2]([NH:30][C:26]3[CH:25]=[C:24]4[C:29](=[CH:28][CH:27]=3)[N:21]([CH2:20][C:19]3[CH:31]=[CH:32][CH:33]=[C:17]([F:16])[CH:18]=3)[N:22]=[CH:23]4)=[N:3][CH:4]=[N:5]2)=[CH:10][C:9]=1[N+:12]([O-:14])=[O:13]. The yield is 0.789. (6) The product is [Si:1]([O:8][C@@H:9]1[CH2:13][C:12](=[O:14])[CH:11]=[CH:10]1)([C:4]([CH3:7])([CH3:6])[CH3:5])([CH3:3])[CH3:2]. The catalyst is C(Cl)Cl.[Ru]([O-])(=O)(=O)=O.C([N+](CCC)(CCC)CCC)CC. The reactants are [Si:1]([O:8][C@@H:9]1[CH2:13][C@H:12]([OH:14])[CH:11]=[CH:10]1)([C:4]([CH3:7])([CH3:6])[CH3:5])([CH3:3])[CH3:2].C[N+]1([O-])CCOCC1. The yield is 0.860.